Dataset: Full USPTO retrosynthesis dataset with 1.9M reactions from patents (1976-2016). Task: Predict the reactants needed to synthesize the given product. (1) Given the product [CH3:1][C:2]1[CH:3]=[CH:4][C:5]2[N:6]([C:16]3[CH:21]=[CH:20][C:19]([C:22]4[CH:27]=[CH:26][C:25]([N:6]5[C:7]6[CH:8]=[CH:9][C:50]([CH3:51])=[CH:11][C:12]=6[C:13]6[C:5]5=[CH:4][CH:3]=[CH:2][CH:14]=6)=[CH:24][CH:23]=4)=[CH:18][CH:17]=3)[C:7]3[C:12]([C:13]=2[CH:14]=1)=[CH:11][CH:10]=[CH:9][CH:8]=3, predict the reactants needed to synthesize it. The reactants are: [CH3:1][C:2]1[CH:3]=[CH:4][C:5]2[NH:6][C:7]3[C:12]([C:13]=2[CH:14]=1)=[CH:11][CH:10]=[CH:9][CH:8]=3.I[C:16]1[CH:21]=[CH:20][C:19]([C:22]2[CH:27]=[CH:26][C:25](I)=[CH:24][CH:23]=2)=[CH:18][CH:17]=1.C(=O)([O-])[O-].[K+].[K+].C1O[CH2:51][CH2:50]OCCOCCOCCOCCOC1. (2) Given the product [Cl:16][C:17]1[CH:22]=[C:21]([CH3:23])[CH:20]=[CH:19][C:18]=1[O:24][C:2]1[C:11]2[C:6](=[CH:7][C:8]([O:14][CH3:15])=[C:9]([O:12][CH3:13])[CH:10]=2)[N:5]=[CH:4][CH:3]=1, predict the reactants needed to synthesize it. The reactants are: Cl[C:2]1[C:11]2[C:6](=[CH:7][C:8]([O:14][CH3:15])=[C:9]([O:12][CH3:13])[CH:10]=2)[N:5]=[CH:4][CH:3]=1.[Cl:16][C:17]1[CH:22]=[C:21]([CH3:23])[CH:20]=[CH:19][C:18]=1[OH:24].O. (3) Given the product [O:3]1[CH2:4][CH2:5][CH2:6][O:1][CH:2]1[CH2:7][CH2:8][C:9]1[O:11][N:37]=[C:26]([C:27]2[CH:32]=[CH:31][C:30]([CH3:33])=[C:29]([N+:34]([O-:36])=[O:35])[CH:28]=2)[N:25]=1, predict the reactants needed to synthesize it. The reactants are: [O:1]1[CH2:6][CH2:5][CH2:4][O:3][CH:2]1[CH2:7][CH2:8][C:9]([OH:11])=O.C1N=CN(C(N2C=NC=C2)=O)C=1.O/[N:25]=[C:26](\[NH2:37])/[C:27]1[CH:32]=[CH:31][C:30]([CH3:33])=[C:29]([N+:34]([O-:36])=[O:35])[CH:28]=1.O. (4) Given the product [CH:11]1([C:14]([CH:16]2[CH2:18][CH2:17]2)([C:7]2[S:6][CH:10]=[CH:9][N:8]=2)[OH:15])[CH2:13][CH2:12]1, predict the reactants needed to synthesize it. The reactants are: C([Li])CCC.[S:6]1[CH:10]=[CH:9][N:8]=[CH:7]1.[CH:11]1([C:14]([CH:16]2[CH2:18][CH2:17]2)=[O:15])[CH2:13][CH2:12]1.